The task is: Predict which catalyst facilitates the given reaction.. This data is from Catalyst prediction with 721,799 reactions and 888 catalyst types from USPTO. (1) Reactant: ClC(O[CH:5]([CH3:7])[CH3:6])=O.[Cl:8][C:9]1[CH:40]=[CH:39]C=[CH:37][C:10]=1[C:11]([NH:13]C(=O)NC1SC2C=C(S(CCN3CCNCC3)(=O)=O)C=CC=2N=1)=[O:12].CCN(C(C)C)C(C)C.N. Product: [Cl:8][C:9]1[CH:40]=[CH:39][C:7]([C:5]#[CH:6])=[CH:37][C:10]=1[C:11]([NH2:13])=[O:12]. The catalyst class is: 1. (2) Reactant: [Cl:1][C:2]1[C:7]([C:8]([OH:10])=[O:9])=[CH:6][CH:5]=[C:4]([C:11]2[CH:16]=[C:15]([CH3:17])[CH:14]=[C:13](F)[N:12]=2)[N:3]=1.[O-:19][CH2:20][CH3:21].[Na+].[OH-].[Na+]. Product: [Cl:1][C:2]1[C:7]([C:8]([OH:10])=[O:9])=[CH:6][CH:5]=[C:4]([C:11]2[CH:16]=[C:15]([CH3:17])[CH:14]=[C:13]([O:19][CH2:20][CH3:21])[N:12]=2)[N:3]=1. The catalyst class is: 653. (3) Reactant: [H-].[Na+].[Br:3][C:4]1[CH:9]=[CH:8][C:7]([S:10]([CH3:13])(=[NH:12])=[O:11])=[CH:6][CH:5]=1.[C:14]([O:18][C:19](O[C:19]([O:18][C:14]([CH3:17])([CH3:16])[CH3:15])=[O:20])=[O:20])([CH3:17])([CH3:16])[CH3:15]. Product: [Br:3][C:4]1[CH:9]=[CH:8][C:7]([S:10]([CH3:13])(=[N:12][C:19]([O:18][C:14]([CH3:17])([CH3:16])[CH3:15])=[O:20])=[O:11])=[CH:6][CH:5]=1. The catalyst class is: 7. (4) Reactant: C(NC(C)C)(C)C.CN(C)CCN(C)C.C([Li])CCC.CN(C)[C:23](=[O:38])[C:24]1[CH:29]=[CH:28][CH:27]=[CH:26][C:25]=1[NH:30][C:31]1[CH:32]=[N:33][CH:34]=[CH:35][C:36]=1[CH3:37]. Product: [CH:32]1[C:31]2[NH:30][C:25]3[CH:26]=[CH:27][CH:28]=[CH:29][C:24]=3[C:23](=[O:38])[CH2:37][C:36]=2[CH:35]=[CH:34][N:33]=1. The catalyst class is: 1. (5) Reactant: [Cl:1][C:2]1[CH:7]=[CH:6][C:5]([C@H:8]([NH:11][S@@:12]([C:14]([CH3:17])([CH3:16])[CH3:15])=[O:13])[CH2:9][CH3:10])=[C:4]([F:18])[C:3]=1[OH:19].[CH2:20]([O:27][C:28]1[CH:33]=[C:32](F)[CH:31]=[CH:30][C:29]=1[N+:35]([O-:37])=[O:36])[C:21]1[CH:26]=[CH:25][CH:24]=[CH:23][CH:22]=1.C([O-])([O-])=O.[Cs+].[Cs+].CS(C)=O. Product: [CH2:20]([O:27][C:28]1[CH:33]=[C:32]([CH:31]=[CH:30][C:29]=1[N+:35]([O-:37])=[O:36])[O:19][C:3]1[C:4]([F:18])=[C:5]([C@H:8]([NH:11][S@@:12]([C:14]([CH3:15])([CH3:17])[CH3:16])=[O:13])[CH2:9][CH3:10])[CH:6]=[CH:7][C:2]=1[Cl:1])[C:21]1[CH:22]=[CH:23][CH:24]=[CH:25][CH:26]=1. The catalyst class is: 6. (6) The catalyst class is: 60. Product: [CH2:11]([NH:13][C:2]1[CH:7]=[CH:6][CH:5]=[CH:4][C:3]=1[N+:8]([O-:10])=[O:9])[CH3:12]. Reactant: F[C:2]1[CH:7]=[CH:6][CH:5]=[CH:4][C:3]=1[N+:8]([O-:10])=[O:9].[CH2:11]([NH2:13])[CH3:12].C(=O)([O-])[O-].[K+].[K+].O. (7) Reactant: COC1C2C(=CC=CC=2)C=CC=1CBr.C1(C)C=C[C:18]([S:21]([O-:24])(=O)=[O:22])=CC=1.[NH+:26]1[CH:31]=[CH:30][CH:29]=[CH:28][CH:27]=1.O[CH2:33][CH2:34][CH2:35][O:36][C:37]1[CH:42]=[CH:41][C:40]([CH:43]2[CH2:48][CH2:47][N:46]([C:49]([O:51][C:52]([CH3:55])([CH3:54])[CH3:53])=[O:50])[CH2:45][CH:44]2[O:56][CH2:57][C:58]2[CH:67]=[CH:66][C:65]3[C:60](=[CH:61][CH:62]=[CH:63][CH:64]=3)[C:59]=2[O:68][CH3:69])=[CH:39][CH:38]=1.[S:70]1C2C=CC=CC=2N=[C:71]1SSC1SC2C=CC=CC=2N=1. Product: [S:70]1[C:71]2[CH:27]=[CH:28][CH:29]=[CH:30][C:31]=2[N:26]=[C:18]1[S:21]([CH2:33][CH2:34][CH2:35][O:36][C:37]1[CH:42]=[CH:41][C:40]([CH:43]2[CH2:48][CH2:47][N:46]([C:49]([O:51][C:52]([CH3:54])([CH3:55])[CH3:53])=[O:50])[CH2:45][CH:44]2[O:56][CH2:57][C:58]2[CH:67]=[CH:66][C:65]3[C:60](=[CH:61][CH:62]=[CH:63][CH:64]=3)[C:59]=2[O:68][CH3:69])=[CH:39][CH:38]=1)(=[O:24])=[O:22]. The catalyst class is: 8.